This data is from Forward reaction prediction with 1.9M reactions from USPTO patents (1976-2016). The task is: Predict the product of the given reaction. (1) Given the reactants [C:1]([CH:4]=[CH:5][C:6]1[CH:11]=[CH:10][C:9]([O:12][C:13](=[O:22])[C:14]2[CH:19]=[CH:18][C:17]([F:20])=[C:16]([F:21])[CH:15]=2)=[CH:8][CH:7]=1)(O)=[O:2].S(Cl)([Cl:25])=O, predict the reaction product. The product is: [Cl:25][C:1]([CH:4]=[CH:5][C:6]1[CH:11]=[CH:10][C:9]([O:12][C:13](=[O:22])[C:14]2[CH:19]=[CH:18][C:17]([F:20])=[C:16]([F:21])[CH:15]=2)=[CH:8][CH:7]=1)=[O:2]. (2) Given the reactants Br[C:2]1[C:7]([F:8])=[CH:6][C:5]([N:9]2[C:18]3[C:13](=[CH:14][C:15]([S:19]([NH:22][C:23]4[CH:27]=[CH:26][O:25][N:24]=4)(=[O:21])=[O:20])=[CH:16][CH:17]=3)[CH:12]=[CH:11][C:10]2=[O:28])=[C:4]([O:29][CH3:30])[CH:3]=1.[Cl:31][C:32]1[CH:33]=[C:34](B(O)O)[CH:35]=[CH:36][C:37]=1[F:38].COC1CCCC1.C(=O)([O-])[O-].[Na+].[Na+], predict the reaction product. The product is: [Cl:31][C:32]1[CH:33]=[C:34]([C:2]2[CH:3]=[C:4]([O:29][CH3:30])[C:5]([N:9]3[C:18]4[C:13](=[CH:14][C:15]([S:19]([NH:22][C:23]5[CH:27]=[CH:26][O:25][N:24]=5)(=[O:21])=[O:20])=[CH:16][CH:17]=4)[CH:12]=[CH:11][C:10]3=[O:28])=[CH:6][C:7]=2[F:8])[CH:35]=[CH:36][C:37]=1[F:38]. (3) The product is: [CH2:1]([O:3][C:4]1[CH:5]=[N:6][C:7]([C:10]2[CH:11]=[C:12]([CH:27]=[CH:28][CH:29]=2)[CH2:13][C:14]2[C:19](=[S:39])[CH:18]=[CH:17][N:16]([C:21]3[CH:22]=[N:23][N:24]([CH3:26])[CH:25]=3)[N:15]=2)=[N:8][CH:9]=1)[CH3:2]. Given the reactants [CH2:1]([O:3][C:4]1[CH:5]=[N:6][C:7]([C:10]2[CH:11]=[C:12]([CH:27]=[CH:28][CH:29]=2)[CH2:13][C:14]2[C:19](=O)[CH:18]=[CH:17][N:16]([C:21]3[CH:22]=[N:23][N:24]([CH3:26])[CH:25]=3)[N:15]=2)=[N:8][CH:9]=1)[CH3:2].COC1C=CC(P2(SP(C3C=CC(OC)=CC=3)(=S)S2)=[S:39])=CC=1, predict the reaction product. (4) Given the reactants [OH-].[Na+].[N:3]([CH2:6][CH2:7][CH2:8][CH2:9][CH2:10][CH2:11][CH2:12][CH2:13][CH2:14][CH2:15][C:16]([O:18]C)=[O:17])=[N+:4]=[N-:5].O.S([O-])(O)(=O)=O.[Na+], predict the reaction product. The product is: [N:3]([CH2:6][CH2:7][CH2:8][CH2:9][CH2:10][CH2:11][CH2:12][CH2:13][CH2:14][CH2:15][C:16]([OH:18])=[O:17])=[N+:4]=[N-:5]. (5) The product is: [Cl:46][C:28]1[C:29]([NH:31][C:32]2[CH:37]=[CH:36][C:35]([N:38]3[CH2:39][CH2:40][O:41][CH2:42][CH2:43]3)=[CH:34][C:33]=2[O:44][CH3:45])=[N:30][C:25]([NH:1][C:2]2[C:3]([O:22][CH3:23])=[CH:4][C:5]3[CH2:11][N:10]([CH2:12][C:13]([N:15]([CH3:16])[CH3:17])=[O:14])[CH2:9][C:8](=[O:18])[N:7]([CH2:19][CH3:20])[C:6]=3[CH:21]=2)=[N:26][CH:27]=1. Given the reactants [NH2:1][C:2]1[C:3]([O:22][CH3:23])=[CH:4][C:5]2[CH2:11][N:10]([CH2:12][C:13]([N:15]([CH3:17])[CH3:16])=[O:14])[CH2:9][C:8](=[O:18])[N:7]([CH2:19][CH3:20])[C:6]=2[CH:21]=1.Cl[C:25]1[N:30]=[C:29]([NH:31][C:32]2[CH:37]=[CH:36][C:35]([N:38]3[CH2:43][CH2:42][O:41][CH2:40][CH2:39]3)=[CH:34][C:33]=2[O:44][CH3:45])[C:28]([Cl:46])=[CH:27][N:26]=1, predict the reaction product. (6) The product is: [C:48]([O:47][C:45]([N:30]1[CH2:31][C@H:32]([CH2:33][CH2:34][C:35]2[CH:44]=[CH:43][C:42]3[C:37](=[CH:38][CH:39]=[CH:40][CH:41]=3)[CH:36]=2)[C@@H:28]([C:26]([OH:27])=[O:25])[CH2:29]1)=[O:46])([CH3:51])([CH3:49])[CH3:50]. Given the reactants C(OC(N1C[C@H](CCC2C=CC=CC=2)[C@@H](C(O)=O)C1)=O)(C)(C)C.C[O:25][C:26]([C@@H:28]1[C@@H:32]([CH2:33][CH2:34][C:35]2[CH:44]=[CH:43][C:42]3[C:37](=[CH:38][CH:39]=[CH:40][CH:41]=3)[CH:36]=2)[CH2:31][N:30]([C:45]([O:47][C:48]([CH3:51])([CH3:50])[CH3:49])=[O:46])[CH2:29]1)=[O:27].C(OC(C)(C)C)=O, predict the reaction product. (7) Given the reactants [CH3:1][C:2]1[CH:7]=[CH:6][C:5]([C:8](=[O:11])[CH2:9][CH3:10])=[CH:4][C:3]=1[N+:12]([O-:14])=[O:13].[Br:15]Br, predict the reaction product. The product is: [Br:15][CH:9]([CH3:10])[C:8]([C:5]1[CH:6]=[CH:7][C:2]([CH3:1])=[C:3]([N+:12]([O-:14])=[O:13])[CH:4]=1)=[O:11]. (8) Given the reactants C([N:8]1[CH2:13][CH2:12][N:11]([C:14]2[CH:23]=[CH:22][CH:21]=[CH:20][C:15]=2[C:16]([O:18][CH3:19])=[O:17])[CH2:10][CH2:9]1)C1C=CC=CC=1, predict the reaction product. The product is: [N:11]1([C:14]2[CH:23]=[CH:22][CH:21]=[CH:20][C:15]=2[C:16]([O:18][CH3:19])=[O:17])[CH2:10][CH2:9][NH:8][CH2:13][CH2:12]1. (9) The product is: [CH3:1][O:2][N:3]=[C:4]1[CH2:8][N:7]([C:9]([C:11]2[CH:12]=[CH:13][C:14]([C:17]3[CH:22]=[CH:21][CH:20]=[CH:19][C:18]=3[CH3:23])=[CH:15][CH:16]=2)=[O:10])[C@H:6]([C:24]([O:26][CH:27]2[CH2:31][CH2:30][CH2:29][CH2:28]2)=[O:25])[CH2:5]1. Given the reactants [CH3:1][O:2][N:3]=[C:4]1[CH2:8][N:7]([C:9]([C:11]2[CH:16]=[CH:15][C:14]([C:17]3[CH:22]=[CH:21][CH:20]=[CH:19][C:18]=3[CH3:23])=[CH:13][CH:12]=2)=[O:10])[C@H:6]([C:24]([OH:26])=[O:25])[CH2:5]1.[CH:27]1(O)[CH2:31][CH2:30][CH2:29][CH2:28]1, predict the reaction product. (10) Given the reactants Br[CH:2]([CH2:19][Br:20])[CH2:3][O:4][C:5]1[CH:6]=[N:7][CH:8]=[CH:9][C:10]=1[O:11]CC1C=CC=CC=1.[NH4+].[Cl-].C(C(C(C([O-])=O)O)O)([O-])=O.[Na+].[K+], predict the reaction product. The product is: [Br:20][CH2:19][CH:2]1[CH2:3][O:4][C:5]2[CH:6]=[N:7][CH:8]=[CH:9][C:10]=2[O:11]1.